This data is from Reaction yield outcomes from USPTO patents with 853,638 reactions. The task is: Predict the reaction yield, written as a fraction of the theoretical maximum amount of product (1.0 means a 100% yield; for example, 0.34 means a 34% yield). (1) The reactants are [CH:1]1([NH:5][C:6]2[C:15]3[C:10](=[CH:11][C:12]([O:18][CH2:19][C:20]4[CH:21]=[C:22]([S:26]([CH2:34][CH3:35])(=[N:28]C(OCC)=O)=[O:27])[CH:23]=[CH:24][CH:25]=4)=[C:13]([O:16][CH3:17])[CH:14]=3)[N:9]=[CH:8][N:7]=2)[CH2:4][CH2:3][CH2:2]1.ClCCl.CO. The product is [CH:1]1([NH:5][C:6]2[C:15]3[C:10](=[CH:11][C:12]([O:18][CH2:19][C:20]4[CH:21]=[C:22]([S:26]([CH2:34][CH3:35])(=[NH:28])=[O:27])[CH:23]=[CH:24][CH:25]=4)=[C:13]([O:16][CH3:17])[CH:14]=3)[N:9]=[CH:8][N:7]=2)[CH2:2][CH2:3][CH2:4]1. The catalyst is CO. The yield is 0.940. (2) The reactants are [Al+3].[Cl-].[Cl-].[Cl-].[CH3:5][O:6][C:7]1[CH:15]=[N:14][C:13]([C:16]2[CH:21]=[N:20][CH:19]=[CH:18][N:17]=2)=[C:12]2[C:8]=1[CH:9]=[CH:10][NH:11]2.C([O-])(=[O:24])C.[NH4+].C[CH2:28][O:29][C:30]([CH3:32])=[O:31]. The catalyst is C(Cl)Cl.C[N+]([O-])=O. The product is [CH3:28][O:29][C:30](=[O:31])[C:32]([C:9]1[C:8]2[C:12](=[C:13]([C:16]3[CH:21]=[N:20][CH:19]=[CH:18][N:17]=3)[N:14]=[CH:15][C:7]=2[O:6][CH3:5])[NH:11][CH:10]=1)=[O:24]. The yield is 0.680. (3) The reactants are C(=O)=O.CC(C)=O.[Cl:8][C:9]1[CH:29]=[CH:28][C:12]2[N:13]([CH3:27])[C:14](=[O:26])[CH2:15][N:16]=[C:17]([C:18]3[CH:23]=[CH:22][C:21]([O:24][CH3:25])=[CH:20][CH:19]=3)[C:11]=2[CH:10]=1.CC([O-])(C)C.[K+].[CH3:36][C:37]1[CH:44]=[CH:43][CH:42]=[CH:41][C:38]=1[CH2:39]Br. The catalyst is C1COCC1. The product is [Cl:8][C:9]1[CH:29]=[CH:28][C:12]2[N:13]([CH3:27])[C:14](=[O:26])[CH:15]([CH2:36][C:37]3[CH:44]=[CH:43][CH:42]=[CH:41][C:38]=3[CH3:39])[N:16]=[C:17]([C:18]3[CH:19]=[CH:20][C:21]([O:24][CH3:25])=[CH:22][CH:23]=3)[C:11]=2[CH:10]=1. The yield is 0.840. (4) The reactants are [O:1]=[C:2]1[CH2:7][CH2:6][CH:5]([C:8]([O:10][CH2:11][CH3:12])=[O:9])[CH2:4][CH2:3]1.O.C1(C)C=CC(S(O)(=O)=O)=CC=1.C1C=CC=CC=1.[CH2:31](O)[CH2:32][OH:33]. The catalyst is C(Cl)Cl. The product is [O:33]1[C:2]2([CH2:7][CH2:6][CH:5]([C:8]([O:10][CH2:11][CH3:12])=[O:9])[CH2:4][CH2:3]2)[O:1][CH2:31][CH2:32]1. The yield is 0.650. (5) The reactants are [CH3:1][O:2][C:3](=[O:32])[C:4]1[C:9](Cl)=[CH:8][CH:7]=[C:6]([N:11]2[C:15]([CH3:16])=[CH:14][CH:13]=[C:12]2[C:17]2[CH:22]=[C:21]([Cl:23])[CH:20]=[CH:19][C:18]=2[O:24][CH2:25][C:26]2[CH:31]=[CH:30][CH:29]=[CH:28][CH:27]=2)[CH:5]=1.COC(=O)C1C=C([Br:42])C=C(N)C=1. No catalyst specified. The product is [CH3:1][O:2][C:3](=[O:32])[C:4]1[CH:9]=[C:8]([Br:42])[CH:7]=[C:6]([N:11]2[C:15]([CH3:16])=[CH:14][CH:13]=[C:12]2[C:17]2[CH:22]=[C:21]([Cl:23])[CH:20]=[CH:19][C:18]=2[O:24][CH2:25][C:26]2[CH:31]=[CH:30][CH:29]=[CH:28][CH:27]=2)[CH:5]=1. The yield is 0.380. (6) The reactants are [NH2:1][CH2:2][C:3]1[C:4]([F:22])=[C:5]([O:10][C:11]2[CH:12]=[C:13]([CH:16]=[C:17]([CH:19]3[CH2:21][CH2:20]3)[CH:18]=2)[C:14]#[N:15])[C:6]([Cl:9])=[CH:7][CH:8]=1.[CH3:23][C:24]([O:27][C:28]([N:30]([C:40]([O:42][C:43]([CH3:46])([CH3:45])[CH3:44])=[O:41])[C:31]1[NH:32][C:33]([C:37](O)=[O:38])=[C:34]([Cl:36])[N:35]=1)=[O:29])([CH3:26])[CH3:25].C1C=CC2N(O)N=NC=2C=1.C(Cl)CCl. The catalyst is CN(C=O)C.CCOC(C)=O. The product is [Cl:36][C:34]1[N:35]=[C:31]([N:30]([C:40]([O:42][C:43]([CH3:46])([CH3:45])[CH3:44])=[O:41])[C:28]([O:27][C:24]([CH3:26])([CH3:25])[CH3:23])=[O:29])[NH:32][C:33]=1[C:37]([NH:1][CH2:2][C:3]1[CH:8]=[CH:7][C:6]([Cl:9])=[C:5]([O:10][C:11]2[CH:18]=[C:17]([CH:19]3[CH2:20][CH2:21]3)[CH:16]=[C:13]([C:14]#[N:15])[CH:12]=2)[C:4]=1[F:22])=[O:38]. The yield is 0.840.